From a dataset of Full USPTO retrosynthesis dataset with 1.9M reactions from patents (1976-2016). Predict the reactants needed to synthesize the given product. (1) Given the product [Br:1][C:2]1[CH:7]=[CH:6][C:5]([N+:8]([O-:10])=[O:9])=[CH:4][C:3]=1[NH:11][C:12](=[O:15])[O:13][CH3:14], predict the reactants needed to synthesize it. The reactants are: [Br:1][C:2]1[CH:7]=[CH:6][C:5]([N+:8]([O-:10])=[O:9])=[CH:4][C:3]=1[N:11](CC(C)=C)[C:12](=[O:15])[O:13][CH3:14].[H-].[Na+].BrCC(C)=C.CCOC(C)=O. (2) Given the product [CH3:52][Sn:53]([CH3:55])([CH3:54])[C:22]1[S:21][C:20]2[C:24]([O:32][CH2:33][CH2:34][CH2:35][CH2:36][CH2:37][CH2:38][CH2:39][CH2:40][CH2:41][CH2:42][CH2:43][CH2:44][CH2:45][CH3:46])=[C:25]3[C:17](=[CH:18][C:19]=2[CH:23]=1)[C:16]([O:15][CH2:1][CH2:2][CH2:3][CH2:4][CH2:5][CH2:6][CH2:7][CH2:8][CH2:9][CH2:10][CH2:11][CH2:12][CH2:13][CH3:14])=[C:28]1[S:29][C:30]([Sn:53]([CH3:55])([CH3:54])[CH3:52])=[CH:31][C:27]1=[CH:26]3, predict the reactants needed to synthesize it. The reactants are: [CH2:1]([O:15][C:16]1[C:17]2[C:25]([CH:26]=[C:27]3[CH:31]=[CH:30][S:29][C:28]=13)=[C:24]([O:32][CH2:33][CH2:34][CH2:35][CH2:36][CH2:37][CH2:38][CH2:39][CH2:40][CH2:41][CH2:42][CH2:43][CH2:44][CH2:45][CH3:46])[C:20]1[S:21][CH:22]=[CH:23][C:19]=1[CH:18]=2)[CH2:2][CH2:3][CH2:4][CH2:5][CH2:6][CH2:7][CH2:8][CH2:9][CH2:10][CH2:11][CH2:12][CH2:13][CH3:14].C([Li])CCC.[CH3:52][Sn:53](Cl)([CH3:55])[CH3:54].O. (3) Given the product [O:1]1[CH:5]=[CH:4][CH:3]=[C:2]1[C:6]1[CH:7]=[CH:8][C:9]([C:10](=[O:12])[CH2:21][C:20]([O:26][CH2:27][CH3:28])=[O:25])=[CH:13][CH:14]=1, predict the reactants needed to synthesize it. The reactants are: [O:1]1[CH:5]=[CH:4][CH:3]=[C:2]1[C:6]1[CH:14]=[CH:13][C:9]([C:10]([OH:12])=O)=[CH:8][CH:7]=1.C1COCC1.[C:20]([O:26][CH2:27][CH3:28])(=[O:25])[CH2:21]C([O-])=O.[K+].[Cl-].[Mg+2].[Cl-].